Predict the product of the given reaction. From a dataset of Forward reaction prediction with 1.9M reactions from USPTO patents (1976-2016). Given the reactants [F:1][C:2]1[CH:25]=[CH:24][C:5]([CH2:6][N:7]2[C:15]3[C:10](=[CH:11][C:12](/[CH:16]=[C:17]4/[C:18](=[O:23])[NH:19][C:20](=[O:22])[S:21]/4)=[CH:13][CH:14]=3)[CH:9]=[CH:8]2)=[C:4]([C:26]([F:29])([F:28])[F:27])[CH:3]=1.Cl.[CH3:31][N:32]([CH3:36])[CH2:33][CH2:34]Cl, predict the reaction product. The product is: [CH3:31][N:32]([CH3:36])[CH2:33][CH2:34][N:19]1[C:18](=[O:23])/[C:17](=[CH:16]/[C:12]2[CH:11]=[C:10]3[C:15](=[CH:14][CH:13]=2)[N:7]([CH2:6][C:5]2[CH:24]=[CH:25][C:2]([F:1])=[CH:3][C:4]=2[C:26]([F:29])([F:27])[F:28])[CH:8]=[CH:9]3)/[S:21][C:20]1=[O:22].